From a dataset of Full USPTO retrosynthesis dataset with 1.9M reactions from patents (1976-2016). Predict the reactants needed to synthesize the given product. (1) Given the product [CH3:18][O:19][C:20]1[CH:30]=[CH:29][C:23]([CH:24]=[CH:25][C:26]([NH:1][C@H:2]([C:10]([OH:12])=[O:11])[CH2:3][CH2:4][CH2:5][NH:6][C:7](=[NH:8])[NH2:9])=[O:27])=[CH:22][CH:21]=1, predict the reactants needed to synthesize it. The reactants are: [NH2:1][C@H:2]([C:10]([OH:12])=[O:11])[CH2:3][CH2:4][CH2:5][NH:6][C:7](=[NH:9])[NH2:8].CC(O)(C)C.[CH3:18][O:19][C:20]1[CH:30]=[CH:29][C:23]([CH:24]=[CH:25][C:26](Cl)=[O:27])=[CH:22][CH:21]=1.Cl. (2) Given the product [OH:2][C:3]1[CH:20]=[CH:19][C:18]2[C:5](=[CH:6][CH:7]=[C:8]3[C:17]=2[CH:16]([C:21]2[CH:22]=[CH:23][C:24]([O:27][CH2:28][CH2:29][N:30]4[CH2:35][CH2:34][CH2:33][CH2:32][CH2:31]4)=[CH:25][CH:26]=2)[O:15][C:14]2[C:9]3=[CH:10][CH:11]=[C:12]([C:36]([NH2:38])=[O:37])[CH:13]=2)[CH:4]=1, predict the reactants needed to synthesize it. The reactants are: C[O:2][C:3]1[CH:20]=[CH:19][C:18]2[C:5](=[CH:6][CH:7]=[C:8]3[C:17]=2[CH:16]([C:21]2[CH:26]=[CH:25][C:24]([O:27][CH2:28][CH2:29][N:30]4[CH2:35][CH2:34][CH2:33][CH2:32][CH2:31]4)=[CH:23][CH:22]=2)[O:15][C:14]2[C:9]3=[CH:10][CH:11]=[C:12]([C:36]([NH2:38])=[O:37])[CH:13]=2)[CH:4]=1.[Na].C(O)(=O)C. (3) Given the product [C:19]([O:1][CH:2]([CH2:3][O:4][C:5]1[CH:10]=[CH:9][CH:8]=[CH:7][CH:6]=1)[CH2:11][O:12][C:13]1[CH:18]=[CH:17][CH:16]=[CH:15][CH:14]=1)(=[O:21])[CH3:20], predict the reactants needed to synthesize it. The reactants are: [OH:1][CH:2]([CH2:11][O:12][C:13]1[CH:18]=[CH:17][CH:16]=[CH:15][CH:14]=1)[CH2:3][O:4][C:5]1[CH:10]=[CH:9][CH:8]=[CH:7][CH:6]=1.[C:19](Cl)(=[O:21])[CH3:20].C(N(CC)CC)C.O. (4) Given the product [CH3:29][N:25]1[C:26]2[C:22](=[CH:21][C:20]([O:19][CH2:18][CH2:17][CH2:16][O:15][C:11]3[CH:10]=[C:9]4[C:14](=[CH:13][CH:12]=3)[C@H:6]([CH2:5][C:4]([OH:30])=[O:3])[CH2:7][CH2:8]4)=[CH:28][CH:27]=2)[CH:23]=[CH:24]1, predict the reactants needed to synthesize it. The reactants are: C([O:3][C:4](=[O:30])[CH2:5][C@H:6]1[C:14]2[C:9](=[CH:10][C:11]([O:15][CH2:16][CH2:17][CH2:18][O:19][C:20]3[CH:21]=[C:22]4[C:26](=[CH:27][CH:28]=3)[N:25]([CH3:29])[CH:24]=[CH:23]4)=[CH:12][CH:13]=2)[CH2:8][CH2:7]1)C.O[Li].O. (5) Given the product [S:12]1[C:13]2[CH:19]=[CH:18][CH:17]=[CH:16][C:14]=2[N:15]=[C:11]1[NH:10][C:8]1[CH:7]=[C:6]([CH2:20][C:21]2[CH:26]=[CH:25][CH:24]=[CH:23][CH:22]=2)[N:5]=[C:4]([NH:27][C@H:28]2[CH2:33][CH2:32][C@H:31]([OH:34])[CH2:30][CH2:29]2)[N:9]=1, predict the reactants needed to synthesize it. The reactants are: CS([C:4]1[N:9]=[C:8]([NH:10][C:11]2[S:12][C:13]3[CH:19]=[CH:18][CH:17]=[CH:16][C:14]=3[N:15]=2)[CH:7]=[C:6]([CH2:20][C:21]2[CH:26]=[CH:25][CH:24]=[CH:23][CH:22]=2)[N:5]=1)=O.[NH2:27][C@H:28]1[CH2:33][CH2:32][C@H:31]([OH:34])[CH2:30][CH2:29]1. (6) Given the product [F:48][C:49]([F:54])([F:53])[C:50]([OH:52])=[O:51].[NH2:8][C@@H:9]([C:19](=[O:47])[CH2:20][CH2:21][N:22]([C:28]1[CH:33]=[CH:32][N:31]=[C:30]([C:34]2[O:38][N:37]=[C:36]([C:39]3[C:40]([Cl:46])=[CH:41][CH:42]=[CH:43][C:44]=3[Cl:45])[CH:35]=2)[CH:29]=1)[C:23](=[O:27])[CH:24]([Cl:26])[Cl:25])[CH2:10][CH2:11][C:12]([OH:14])=[O:13], predict the reactants needed to synthesize it. The reactants are: C(OC([NH:8][C@@H:9]([C:19](=[O:47])[CH2:20][CH2:21][N:22]([C:28]1[CH:33]=[CH:32][N:31]=[C:30]([C:34]2[O:38][N:37]=[C:36]([C:39]3[C:44]([Cl:45])=[CH:43][CH:42]=[CH:41][C:40]=3[Cl:46])[CH:35]=2)[CH:29]=1)[C:23](=[O:27])[CH:24]([Cl:26])[Cl:25])[CH2:10][CH2:11][C:12]([O:14]C(C)(C)C)=[O:13])=O)(C)(C)C.[F:48][C:49]([F:54])([F:53])[C:50]([OH:52])=[O:51]. (7) Given the product [CH2:25]([O:1][C:2]1[CH:3]=[C:4]([C:8]#[C:9][C:10]2[CH:11]=[CH:12][C:13]([CH2:16][CH2:17][C:18]([O:20][CH3:21])=[O:19])=[CH:14][CH:15]=2)[CH:5]=[CH:6][CH:7]=1)[C:24]#[CH:23], predict the reactants needed to synthesize it. The reactants are: [OH:1][C:2]1[CH:3]=[C:4]([C:8]#[C:9][C:10]2[CH:15]=[CH:14][C:13]([CH2:16][CH2:17][C:18]([O:20][CH3:21])=[O:19])=[CH:12][CH:11]=2)[CH:5]=[CH:6][CH:7]=1.Br[CH2:23][C:24]#[CH:25].